This data is from Full USPTO retrosynthesis dataset with 1.9M reactions from patents (1976-2016). The task is: Predict the reactants needed to synthesize the given product. (1) Given the product [CH:26]1([C:29]#[C:30][C:2]2[CH:3]=[C:4]([C:9](=[O:25])[C:10]([C:12]3[CH:17]=[CH:16][C:15]([O:18][CH:19]([F:21])[F:20])=[C:14]([CH:22]([CH3:24])[CH3:23])[CH:13]=3)=[O:11])[CH:5]=[CH:6][C:7]=2[F:8])[CH2:28][CH2:27]1, predict the reactants needed to synthesize it. The reactants are: Br[C:2]1[CH:3]=[C:4]([C:9](=[O:25])[C:10]([C:12]2[CH:17]=[CH:16][C:15]([O:18][CH:19]([F:21])[F:20])=[C:14]([CH:22]([CH3:24])[CH3:23])[CH:13]=2)=[O:11])[CH:5]=[CH:6][C:7]=1[F:8].[CH:26]1([C:29]#[CH:30])[CH2:28][CH2:27]1. (2) Given the product [OH:41][C:39]([C:38]([F:43])([F:42])[F:37])=[O:40].[F:1][C:2]1[CH:3]=[CH:4][C:5]([CH2:6][N:7]2[CH2:12][CH2:11][N:10]3[C:13](=[O:33])[C:14]([CH2:19][CH:20]4[CH2:21][CH2:22][NH:23][CH2:24][CH2:25]4)=[C:15]([OH:18])[C:16]([OH:17])=[C:9]3[C:8]2=[O:34])=[CH:35][CH:36]=1, predict the reactants needed to synthesize it. The reactants are: [F:1][C:2]1[CH:36]=[CH:35][C:5]([CH2:6][N:7]2[CH2:12][CH2:11][N:10]3[C:13](=[O:33])[C:14]([CH2:19][CH:20]4[CH2:25][CH2:24][N:23](C(OC(C)(C)C)=O)[CH2:22][CH2:21]4)=[C:15]([OH:18])[C:16]([OH:17])=[C:9]3[C:8]2=[O:34])=[CH:4][CH:3]=1.[F:37][C:38]([F:43])([F:42])[C:39]([OH:41])=[O:40]. (3) Given the product [C:20]([C:19]1[C:13]2[CH2:12][N:11]([C:9]([NH:8][C:4]3[CH:5]=[CH:6][CH:7]=[C:2]([Cl:1])[CH:3]=3)=[O:10])[CH2:16][CH2:15][C:14]=2[NH:17][N:18]=1)(=[O:21])[CH2:26][CH2:27][CH3:28], predict the reactants needed to synthesize it. The reactants are: [Cl:1][C:2]1[CH:3]=[C:4]([NH:8][C:9]([N:11]2[CH2:16][CH2:15][C:14]3[NH:17][N:18]=[C:19]([C:20](N(OC)C)=[O:21])[C:13]=3[CH2:12]2)=[O:10])[CH:5]=[CH:6][CH:7]=1.[CH2:26]([Mg]Br)[CH2:27][CH3:28].[NH4+].[Cl-]. (4) Given the product [Cl:10][C:11]1[CH:17]=[CH:16][C:14]([NH:15][C:1](=[NH:5])[CH2:2][CH2:3][CH3:4])=[CH:13][CH:12]=1, predict the reactants needed to synthesize it. The reactants are: [C:1](#[N:5])[CH2:2][CH2:3][CH3:4].[Al+3].[Cl-].[Cl-].[Cl-].[Cl:10][C:11]1[CH:17]=[CH:16][C:14]([NH2:15])=[CH:13][CH:12]=1.